Dataset: Full USPTO retrosynthesis dataset with 1.9M reactions from patents (1976-2016). Task: Predict the reactants needed to synthesize the given product. (1) Given the product [OH:18][C@H:15]1[CH2:16][CH2:17][C@@:12]([C@H:11]2[CH2:10][CH2:9][C@@:8]3([CH3:22])[C@@H:4]([CH2:5][CH2:6][C:7]3=[CH2:23])[C@@H:3]2[CH2:2][NH:1][C:63](=[O:64])[C:62]2[CH:66]=[CH:67][C:59]([O:58][CH3:57])=[CH:60][CH:61]=2)([CH3:21])[C@@H:13]([CH2:19][OH:20])[CH2:14]1, predict the reactants needed to synthesize it. The reactants are: [NH2:1][CH2:2][C@@H:3]1[C@@H:11]([C@@:12]2([CH3:21])[CH2:17][CH2:16][C@H:15]([OH:18])[CH2:14][C@@H:13]2[CH2:19][OH:20])[CH2:10][CH2:9][C@@:8]2([CH3:22])[C@H:4]1[CH2:5][CH2:6][C:7]2=[CH2:23].C1CN([P+](ON2N=NC3C=CC=CC2=3)(N2CCCC2)N2CCCC2)CC1.F[P-](F)(F)(F)(F)F.[CH3:57][O:58][C:59]1[CH:67]=[CH:66][C:62]([C:63](O)=[O:64])=[CH:61][CH:60]=1.CCN(C(C)C)C(C)C. (2) Given the product [CH3:25][C:23]1([CH3:26])[CH2:24][CH:19]([NH:18][C:14]2[N:13]=[C:12]([C:7]3[C:6]4[C:10](=[CH:11][C:3]([OH:2])=[CH:4][CH:5]=4)[NH:9][CH:8]=3)[CH:17]=[CH:16][N:15]=2)[CH2:20][C:21]([CH3:28])([CH3:27])[NH:22]1, predict the reactants needed to synthesize it. The reactants are: C[O:2][C:3]1[CH:11]=[C:10]2[C:6]([C:7]([C:12]3[CH:17]=[CH:16][N:15]=[C:14]([NH:18][CH:19]4[CH2:24][C:23]([CH3:26])([CH3:25])[NH:22][C:21]([CH3:28])([CH3:27])[CH2:20]4)[N:13]=3)=[CH:8][NH:9]2)=[CH:5][CH:4]=1.B(Br)(Br)Br. (3) Given the product [CH3:33][N:34]1[CH2:39][CH2:38][N:37]([CH2:31][C:29]2[S:30][C:8]3[C:7]([N:1]4[CH2:2][CH2:3][O:4][CH2:5][CH2:6]4)=[N:12][C:11]([C:13]4[CH:18]=[CH:17][CH:16]=[C:15]([O:19][SiH2:20][C:21]([CH3:26])([CH3:27])[C:22]([CH3:25])([CH3:23])[CH3:24])[CH:14]=4)=[N:10][C:9]=3[CH:28]=2)[CH2:36][CH2:35]1, predict the reactants needed to synthesize it. The reactants are: [N:1]1([C:7]2[C:8]3[S:30][C:29]([CH:31]=O)=[CH:28][C:9]=3[N:10]=[C:11]([C:13]3[CH:18]=[CH:17][CH:16]=[C:15]([O:19][SiH2:20][C:21]([CH3:27])([CH3:26])[C:22]([CH3:25])([CH3:24])[CH3:23])[CH:14]=3)[N:12]=2)[CH2:6][CH2:5][O:4][CH2:3][CH2:2]1.[CH3:33][N:34]1[CH2:39][CH2:38][NH:37][CH2:36][CH2:35]1.C(O)(=O)C.C(O[BH-](OC(=O)C)OC(=O)C)(=O)C.[Na+].